This data is from Catalyst prediction with 721,799 reactions and 888 catalyst types from USPTO. The task is: Predict which catalyst facilitates the given reaction. (1) Reactant: [CH3:1][C:2]1[C:7]([CH3:8])=[C:6]([O:9][CH2:10][C:11]2[C:19]3[O:18][C:17]([CH2:20][CH2:21][CH3:22])=[CH:16][C:15]=3[CH:14]=[C:13]([C:23]#[C:24][Si](C)(C)C)[CH:12]=2)[CH:5]=[CH:4][C:3]=1[CH2:29][CH2:30][C:31]([O:33][CH2:34][CH3:35])=[O:32].CCCC[N+](CCCC)(CCCC)CCCC.[F-]. Product: [C:23]([C:13]1[CH:12]=[C:11]([CH2:10][O:9][C:6]2[CH:5]=[CH:4][C:3]([CH2:29][CH2:30][C:31]([O:33][CH2:34][CH3:35])=[O:32])=[C:2]([CH3:1])[C:7]=2[CH3:8])[C:19]2[O:18][C:17]([CH2:20][CH2:21][CH3:22])=[CH:16][C:15]=2[CH:14]=1)#[CH:24]. The catalyst class is: 7. (2) Reactant: C(O[C:5]1[CH:14]=[C:13]([C:15]([F:18])([F:17])[F:16])[C:12]2[CH:11]=[C:10]3[N:19](CC(F)(F)F)[C:20](=O)[CH2:21][O:22][C:9]3=[CH:8][C:7]=2[N:6]=1)(C)C.COC1C=CC(P2(SP(C3C=CC(OC)=CC=3)(=S)S2)=[S:38])=CC=1. Product: [F:16][C:15]([F:18])([F:17])[C:13]1[C:12]2[CH:11]=[C:10]3[NH:19][C:20](=[S:38])[CH2:21][O:22][C:9]3=[CH:8][C:7]=2[N:6]=[CH:5][CH:14]=1. The catalyst class is: 11.